Dataset: Full USPTO retrosynthesis dataset with 1.9M reactions from patents (1976-2016). Task: Predict the reactants needed to synthesize the given product. (1) Given the product [C:1]1([S:7]([C:10]2[CH:27]=[CH:26][C:25]([CH3:28])=[CH:24][N:11]=2)(=[O:8])=[O:9])[CH:2]=[CH:3][CH:4]=[CH:5][CH:6]=1, predict the reactants needed to synthesize it. The reactants are: [C:1]1([S:7]([C:10]#[N:11])(=[O:9])=[O:8])[CH:6]=[CH:5][CH:4]=[CH:3][CH:2]=1.B(O[CH2:24][CH2:25][CH2:26][CH3:27])(O[CH2:24][CH2:25][CH2:26][CH3:27])O[CH2:24][CH2:25][CH2:26][CH3:27].[CH2:28](O)CCC. (2) Given the product [CH2:1]([O:8][C:9]1[CH:17]=[CH:16][C:12]([CH2:13][OH:14])=[CH:11][C:10]=1[C:18]([F:19])([F:21])[F:20])[C:2]1[CH:3]=[CH:4][CH:5]=[CH:6][CH:7]=1, predict the reactants needed to synthesize it. The reactants are: [CH2:1]([O:8][C:9]1[CH:17]=[CH:16][C:12]([C:13](O)=[O:14])=[CH:11][C:10]=1[C:18]([F:21])([F:20])[F:19])[C:2]1[CH:7]=[CH:6][CH:5]=[CH:4][CH:3]=1.[H-].[Al+3].[Li+].[H-].[H-].[H-].